Dataset: Reaction yield outcomes from USPTO patents with 853,638 reactions. Task: Predict the reaction yield, written as a fraction of the theoretical maximum amount of product (1.0 means a 100% yield; for example, 0.34 means a 34% yield). The reactants are C[O:2][C:3]1[CH:4]=[CH:5][C:6]2[N:7]([C:16]3[CH:21]=[CH:20][CH:19]=[CH:18][CH:17]=3)[C:8]3[C:13]([C:14]=2[CH:15]=1)=[CH:12][CH:11]=[CH:10][CH:9]=3.C1C2NC3C(=CC=CC=3)C=2C=CC=1. No catalyst specified. The product is [OH:2][C:3]1[CH:4]=[CH:5][C:6]2[N:7]([C:16]3[CH:21]=[CH:20][CH:19]=[CH:18][CH:17]=3)[C:8]3[C:13]([C:14]=2[CH:15]=1)=[CH:12][CH:11]=[CH:10][CH:9]=3. The yield is 0.918.